Dataset: Forward reaction prediction with 1.9M reactions from USPTO patents (1976-2016). Task: Predict the product of the given reaction. (1) Given the reactants [CH3:1][N:2]1[CH2:7][CH2:6][CH2:5][CH2:4][CH:3]1[CH2:8][OH:9].C(N(CC)CC)C.[CH3:17][S:18](Cl)(=[O:20])=[O:19], predict the reaction product. The product is: [CH3:17][S:18]([O:9][CH2:8][CH:3]1[CH2:4][CH2:5][CH2:6][CH2:7][N:2]1[CH3:1])(=[O:20])=[O:19]. (2) Given the reactants [NH:1]([C:3]1[CH:8]=[CH:7][CH:6]=[CH:5][N:4]=1)[NH2:2].C(N(CC)CC)C.[CH2:16]([O:18]/[CH:19]=[CH:20]/[C:21](Cl)=[O:22])[CH3:17], predict the reaction product. The product is: [CH2:16]([O:18]/[CH:19]=[CH:20]/[C:21]([NH:2][NH:1][C:3]1[CH:8]=[CH:7][CH:6]=[CH:5][N:4]=1)=[O:22])[CH3:17]. (3) Given the reactants [OH-].[Na+].Cl[C:4]([O:6][CH2:7][C:8]1[CH:13]=[CH:12][CH:11]=[CH:10][CH:9]=1)=[O:5].[C:14]([C:16]1([CH2:29]OS(C2C=CC(C)=CC=2)(=O)=O)[CH2:21][CH2:20][N:19]([C:22]([O:24][C:25]([CH3:28])([CH3:27])[CH3:26])=[O:23])[CH2:18][CH2:17]1)#[N:15], predict the reaction product. The product is: [CH2:29]1[C:16]2([CH2:21][CH2:20][N:19]([C:22]([O:24][C:25]([CH3:28])([CH3:27])[CH3:26])=[O:23])[CH2:18][CH2:17]2)[CH2:14][N:15]1[C:4]([O:6][CH2:7][C:8]1[CH:13]=[CH:12][CH:11]=[CH:10][CH:9]=1)=[O:5]. (4) Given the reactants [F:1][C:2]1[CH:29]=[CH:28][CH:27]=[CH:26][C:3]=1[CH2:4][N:5]1[C:9]2=[N:10][CH:11]=[CH:12][CH:13]=[C:8]2[C:7]([C:14]2[N:19]=[C:18]([NH2:20])[C:17]([NH:21][CH:22]([CH3:24])[CH3:23])=[C:16]([NH2:25])[N:15]=2)=[N:6]1.C1N=CN([C:35](N2C=NC=C2)=[O:36])C=1.C(N(CC)CC)C, predict the reaction product. The product is: [NH2:20][C:18]1[N:19]=[C:14]([C:7]2[C:8]3[C:9](=[N:10][CH:11]=[CH:12][CH:13]=3)[N:5]([CH2:4][C:3]3[CH:26]=[CH:27][CH:28]=[CH:29][C:2]=3[F:1])[N:6]=2)[N:15]=[C:16]2[C:17]=1[N:21]([CH:22]([CH3:24])[CH3:23])[C:35](=[O:36])[NH:25]2. (5) Given the reactants [BH4-].[Na+].[CH2:3]([N:10]1[C:15]([CH3:17])([CH3:16])[CH2:14][O:13][C:12]([CH2:19][CH:20]=[O:21])([CH3:18])[C:11]1=[O:22])[C:4]1[CH:9]=[CH:8][CH:7]=[CH:6][CH:5]=1.O, predict the reaction product. The product is: [CH2:3]([N:10]1[C:15]([CH3:17])([CH3:16])[CH2:14][O:13][C:12]([CH2:19][CH2:20][OH:21])([CH3:18])[C:11]1=[O:22])[C:4]1[CH:5]=[CH:6][CH:7]=[CH:8][CH:9]=1. (6) Given the reactants Br[C:2]1[CH:7]=[CH:6][C:5]([CH:8]([C:13]2[CH:18]=[CH:17][C:16]([Cl:19])=[CH:15][CH:14]=2)[CH2:9][CH2:10][NH:11][CH3:12])=[CH:4][CH:3]=1.CC1(C)C(C)(C)OB([C:28]2[CH:29]=[N:30][NH:31][CH:32]=2)O1, predict the reaction product. The product is: [Cl:19][C:16]1[CH:17]=[CH:18][C:13]([CH:8]([C:5]2[CH:6]=[CH:7][C:2]([C:28]3[CH:29]=[N:30][NH:31][CH:32]=3)=[CH:3][CH:4]=2)[CH2:9][CH2:10][NH:11][CH3:12])=[CH:14][CH:15]=1.